Predict the reactants needed to synthesize the given product. From a dataset of Full USPTO retrosynthesis dataset with 1.9M reactions from patents (1976-2016). (1) Given the product [N:29]1[CH:28]=[C:27]([C:25]([C:9]2[CH:10]=[C:11]3[C:16](=[C:17]([C:19]([O:21][CH3:22])=[O:20])[CH:18]=2)[N:15]=[CH:14][CH:13]=[CH:12]3)=[CH2:26])[CH:32]=[N:31][CH:30]=1, predict the reactants needed to synthesize it. The reactants are: CC1(C)C(C)(C)OB([C:9]2[CH:10]=[C:11]3[C:16](=[C:17]([C:19]([O:21][CH3:22])=[O:20])[CH:18]=2)[N:15]=[CH:14][CH:13]=[CH:12]3)O1.Br[C:25]([C:27]1[CH:28]=[N:29][CH:30]=[N:31][CH:32]=1)=[CH2:26].C([O-])([O-])=O.[Na+].[Na+]. (2) Given the product [Cl:30][C:10]1[C:8]2[NH:9][C:4](=[O:3])[N:5]([C:16]3[CH:21]=[CH:20][C:19]([O:22][CH2:23][C:24]([F:27])([F:26])[F:25])=[CH:18][CH:17]=3)[C:6](=[O:15])[C:7]=2[CH:13]=[CH:12][N:11]=1, predict the reactants needed to synthesize it. The reactants are: C([O:3][C:4]1[N:5]([C:16]2[CH:21]=[CH:20][C:19]([O:22][CH2:23][C:24]([F:27])([F:26])[F:25])=[CH:18][CH:17]=2)[C:6](=[O:15])[C:7]2[CH:13]=[CH:12][NH:11][C:10](=O)[C:8]=2[N:9]=1)C.P(Cl)(Cl)([Cl:30])=O. (3) Given the product [CH:18]12[CH2:26][CH:22]3[CH2:21][CH:20]([CH2:25][CH:24]([CH2:23]3)[CH:17]1[O:16][CH2:15][O:5][C:1](=[O:6])[C:2]([CH3:4])=[CH2:3])[CH2:19]2, predict the reactants needed to synthesize it. The reactants are: [C:1]([OH:6])(=[O:5])[C:2]([CH3:4])=[CH2:3].C(N(CC)CC)C.Cl[CH2:15][O:16][CH:17]1[CH:24]2[CH2:25][CH:20]3[CH2:21][CH:22]([CH2:26][CH:18]1[CH2:19]3)[CH2:23]2. (4) Given the product [NH2:17][C:13]1[CH:12]=[C:11]([CH:16]=[CH:15][CH:14]=1)[CH2:10][S:9][CH2:8][CH2:7][NH:6][C:4](=[O:5])[C:3]1[C:20]([Cl:24])=[CH:21][CH:22]=[CH:23][C:2]=1[Cl:1], predict the reactants needed to synthesize it. The reactants are: [Cl:1][C:2]1[CH:23]=[CH:22][CH:21]=[C:20]([Cl:24])[C:3]=1[C:4]([NH:6][CH2:7][CH2:8][S:9][CH2:10][C:11]1[CH:16]=[CH:15][CH:14]=[C:13]([N+:17]([O-])=O)[CH:12]=1)=[O:5].C([O-])(=O)C.[Na+].O.O.Cl[Sn]Cl. (5) Given the product [CH2:25]([C:2]1[S:6][C:5]([C:7]2[N:11]3[N:12]=[C:13]([CH3:21])[CH:14]=[C:15]([CH:16]([CH2:19][CH3:20])[CH2:17][CH3:18])[C:10]3=[N:9][C:8]=2[CH3:22])=[C:4]([CH3:23])[CH:3]=1)[C:26]1[CH:31]=[CH:30][CH:29]=[CH:28][CH:27]=1, predict the reactants needed to synthesize it. The reactants are: Br[C:2]1[S:6][C:5]([C:7]2[N:11]3[N:12]=[C:13]([CH3:21])[CH:14]=[C:15]([CH:16]([CH2:19][CH3:20])[CH2:17][CH3:18])[C:10]3=[N:9][C:8]=2[CH3:22])=[C:4]([CH3:23])[CH:3]=1.[Br-].[CH2:25]([Zn+])[C:26]1[CH:31]=[CH:30][CH:29]=[CH:28][CH:27]=1.C1COCC1. (6) Given the product [Cl:20][C:16]1[CH:17]=[C:18]([CH3:19])[C:13]2[O:12][CH:11]([C:21]3[CH:22]=[CH:23][CH:24]=[CH:25][CH:26]=3)[CH2:10][N:9]([C:7](=[O:8])/[CH:6]=[CH:5]/[C:4]([OH:27])=[O:3])[C:14]=2[CH:15]=1, predict the reactants needed to synthesize it. The reactants are: C([O:3][C:4](=[O:27])/[CH:5]=[CH:6]/[C:7]([N:9]1[C:14]2[CH:15]=[C:16]([Cl:20])[CH:17]=[C:18]([CH3:19])[C:13]=2[O:12][CH:11]([C:21]2[CH:26]=[CH:25][CH:24]=[CH:23][CH:22]=2)[CH2:10]1)=[O:8])C.[OH-].[Na+]. (7) Given the product [C:1]([C:5]1[CH:10]=[CH:9][N:8]([CH2:11][C@H:12]2[CH2:16][CH2:15][CH2:14][O:13]2)/[C:7](=[N:17]/[C:24](=[O:25])[C:23]2[CH:27]=[C:19]([Cl:18])[CH:20]=[CH:21][C:22]=2[O:28][CH3:29])/[CH:6]=1)([CH3:4])([CH3:2])[CH3:3], predict the reactants needed to synthesize it. The reactants are: [C:1]([C:5]1[CH:10]=[CH:9][N:8]([CH2:11][C@H:12]2[CH2:16][CH2:15][CH2:14][O:13]2)[C:7](=[NH:17])[CH:6]=1)([CH3:4])([CH3:3])[CH3:2].[Cl:18][C:19]1[CH:20]=[CH:21][C:22]([O:28][CH3:29])=[C:23]([CH:27]=1)[C:24](Cl)=[O:25].